Task: Predict the product of the given reaction.. Dataset: Forward reaction prediction with 1.9M reactions from USPTO patents (1976-2016) (1) The product is: [CH2:22]([O:21][C:18]1[CH:19]=[CH:20][C:15]([CH:10]([S:7]([NH2:6])(=[O:9])=[O:8])[C:11]([OH:14])([CH3:13])[CH3:12])=[CH:16][CH:17]=1)[C:23]1[CH:24]=[CH:25][CH:26]=[CH:27][CH:28]=1. Given the reactants COC1C=C(OC)C=CC=1C[NH:6][S:7]([CH:10]([C:15]1[CH:20]=[CH:19][C:18]([O:21][CH2:22][C:23]2[CH:28]=[CH:27][CH:26]=[CH:25][CH:24]=2)=[CH:17][CH:16]=1)[C:11]([OH:14])([CH3:13])[CH3:12])(=[O:9])=[O:8].FC(F)(F)C(O)=O.O.C(=O)([O-])O.[Na+], predict the reaction product. (2) Given the reactants [O:1]=[C:2]1[CH2:5][CH:4](C(O)=O)[CH2:3]1.CC[N:11]([CH:15](C)C)C(C)C.C1C=CC(P(N=[N+]=[N-])(C2C=CC=CC=2)=[O:25])=CC=1.[CH2:35]([OH:42])[C:36]1[CH:41]=[CH:40][CH:39]=[CH:38][CH:37]=1, predict the reaction product. The product is: [CH2:35]([O:42][C:15](=[O:25])[NH:11][CH:4]1[CH2:3][C:2](=[O:1])[CH2:5]1)[C:36]1[CH:41]=[CH:40][CH:39]=[CH:38][CH:37]=1.